From a dataset of Forward reaction prediction with 1.9M reactions from USPTO patents (1976-2016). Predict the product of the given reaction. (1) Given the reactants [CH3:1]I.[CH3:3][N:4]1[C:12]2[C:7](=[CH:8][C:9]([C:13]3[N:17]([Sn](C)(C)C)[N:16]=[N:15][N:14]=3)=[CH:10][CH:11]=2)[C:6]([C:22]2[N:30]([S:31]([C:34]3[CH:39]=[CH:38][C:37]([CH3:40])=[CH:36][CH:35]=3)(=[O:33])=[O:32])[C:25]3=[N:26][CH:27]=[CH:28][CH:29]=[C:24]3[CH:23]=2)=[CH:5]1, predict the reaction product. The product is: [CH3:3][N:4]1[C:12]2[C:7](=[CH:8][C:9]([C:13]3[N:17]([CH3:1])[N:16]=[N:15][N:14]=3)=[CH:10][CH:11]=2)[C:6]([C:22]2[N:30]([S:31]([C:34]3[CH:39]=[CH:38][C:37]([CH3:40])=[CH:36][CH:35]=3)(=[O:33])=[O:32])[C:25]3=[N:26][CH:27]=[CH:28][CH:29]=[C:24]3[CH:23]=2)=[CH:5]1.[CH3:3][N:4]1[C:12]2[C:7](=[CH:8][C:9]([C:13]3[N:17]=[N:16][N:15]([CH3:1])[N:14]=3)=[CH:10][CH:11]=2)[C:6]([C:22]2[N:30]([S:31]([C:34]3[CH:39]=[CH:38][C:37]([CH3:40])=[CH:36][CH:35]=3)(=[O:33])=[O:32])[C:25]3=[N:26][CH:27]=[CH:28][CH:29]=[C:24]3[CH:23]=2)=[CH:5]1. (2) Given the reactants [CH2:1]([O:3][C:4]([N:6]1[C:15]2[C:10](=[N:11][C:12]([O:16][CH3:17])=[CH:13][CH:14]=2)[C@@H:9]([NH:18][C:19]2[N:24]=[C:23]([CH2:25][C:26]3[CH:31]=[C:30]([C:32]([F:35])([F:34])[F:33])[CH:29]=[C:28]([C:36]#N)[CH:27]=3)[C:22]([N:38]3[CH2:43][CH2:42][O:41][CH2:40][CH2:39]3)=[CH:21][N:20]=2)[CH2:8][C@H:7]1[CH2:44][CH3:45])=[O:5])[CH3:2].[OH-:46].[Na+].[CH3:48][OH:49], predict the reaction product. The product is: [CH2:1]([O:3][C:4]([N:6]1[C:15]2[C:10](=[N:11][C:12]([O:16][CH3:17])=[CH:13][CH:14]=2)[C@@H:9]([NH:18][C:19]2[N:24]=[C:23]([CH2:25][C:26]3[CH:31]=[C:30]([C:32]([F:35])([F:33])[F:34])[CH:29]=[C:28]([C:36]([O:49][CH3:48])=[O:46])[CH:27]=3)[C:22]([N:38]3[CH2:43][CH2:42][O:41][CH2:40][CH2:39]3)=[CH:21][N:20]=2)[CH2:8][C@H:7]1[CH2:44][CH3:45])=[O:5])[CH3:2].